From a dataset of Catalyst prediction with 721,799 reactions and 888 catalyst types from USPTO. Predict which catalyst facilitates the given reaction. Reactant: [H-].[Na+].[C:3]([N:10]1[CH2:15][CH2:14][N:13]([C:16]2[CH:21]=[CH:20][CH:19]=[CH:18][C:17]=2[CH2:22][NH:23][S:24]([CH3:27])(=[O:26])=[O:25])[CH2:12][CH2:11]1)([O:5][C:6]([CH3:9])([CH3:8])[CH3:7])=[O:4].[CH3:28]I. Product: [C:3]([N:10]1[CH2:15][CH2:14][N:13]([C:16]2[CH:21]=[CH:20][CH:19]=[CH:18][C:17]=2[CH2:22][N:23]([S:24]([CH3:27])(=[O:26])=[O:25])[CH3:28])[CH2:12][CH2:11]1)([O:5][C:6]([CH3:9])([CH3:8])[CH3:7])=[O:4]. The catalyst class is: 116.